This data is from NCI-60 drug combinations with 297,098 pairs across 59 cell lines. The task is: Regression. Given two drug SMILES strings and cell line genomic features, predict the synergy score measuring deviation from expected non-interaction effect. (1) Drug 1: CC1=C(C=C(C=C1)C(=O)NC2=CC(=CC(=C2)C(F)(F)F)N3C=C(N=C3)C)NC4=NC=CC(=N4)C5=CN=CC=C5. Drug 2: CCC1=C2CN3C(=CC4=C(C3=O)COC(=O)C4(CC)O)C2=NC5=C1C=C(C=C5)O. Cell line: HL-60(TB). Synergy scores: CSS=47.8, Synergy_ZIP=10.7, Synergy_Bliss=8.83, Synergy_Loewe=-28.8, Synergy_HSA=4.02. (2) Drug 1: CS(=O)(=O)C1=CC(=C(C=C1)C(=O)NC2=CC(=C(C=C2)Cl)C3=CC=CC=N3)Cl. Drug 2: CC(CN1CC(=O)NC(=O)C1)N2CC(=O)NC(=O)C2. Cell line: A549. Synergy scores: CSS=35.2, Synergy_ZIP=-1.32, Synergy_Bliss=-0.820, Synergy_Loewe=-5.36, Synergy_HSA=0.971. (3) Drug 1: CC12CCC(CC1=CCC3C2CCC4(C3CC=C4C5=CN=CC=C5)C)O. Drug 2: CC1C(C(CC(O1)OC2CC(OC(C2O)C)OC3=CC4=CC5=C(C(=O)C(C(C5)C(C(=O)C(C(C)O)O)OC)OC6CC(C(C(O6)C)O)OC7CC(C(C(O7)C)O)OC8CC(C(C(O8)C)O)(C)O)C(=C4C(=C3C)O)O)O)O. Cell line: UACC62. Synergy scores: CSS=5.40, Synergy_ZIP=16.7, Synergy_Bliss=16.3, Synergy_Loewe=17.7, Synergy_HSA=16.9. (4) Drug 1: CN(C)C1=NC(=NC(=N1)N(C)C)N(C)C. Drug 2: C(CC(=O)O)C(=O)CN.Cl. Cell line: TK-10. Synergy scores: CSS=-8.23, Synergy_ZIP=1.26, Synergy_Bliss=-3.76, Synergy_Loewe=-9.52, Synergy_HSA=-8.28. (5) Drug 1: CS(=O)(=O)CCNCC1=CC=C(O1)C2=CC3=C(C=C2)N=CN=C3NC4=CC(=C(C=C4)OCC5=CC(=CC=C5)F)Cl. Drug 2: CCC1(C2=C(COC1=O)C(=O)N3CC4=CC5=C(C=CC(=C5CN(C)C)O)N=C4C3=C2)O.Cl. Cell line: UO-31. Synergy scores: CSS=14.3, Synergy_ZIP=-5.02, Synergy_Bliss=1.07, Synergy_Loewe=-8.08, Synergy_HSA=-1.31.